From a dataset of Catalyst prediction with 721,799 reactions and 888 catalyst types from USPTO. Predict which catalyst facilitates the given reaction. (1) Reactant: [N+:1]([C:4]1[CH:9]=[CH:8][C:7]([O:10][C:11]2[CH:19]=[CH:18][C:14]3[CH2:15][O:16][CH2:17][C:13]=3[CH:12]=2)=[CH:6][CH:5]=1)([O-])=O.O.NN. Product: [CH2:15]1[C:14]2[CH:18]=[CH:19][C:11]([O:10][C:7]3[CH:8]=[CH:9][C:4]([NH2:1])=[CH:5][CH:6]=3)=[CH:12][C:13]=2[CH2:17][O:16]1. The catalyst class is: 29. (2) Reactant: C[O:2][C:3]([CH:5]1[O:9][C:8](=[O:10])[N:7]([C:11]2[CH:16]=[CH:15][C:14]([N:17]3[CH2:23][CH2:22][CH2:21][S:20](=[O:25])(=[O:24])[CH2:19][CH2:18]3)=[C:13]([F:26])[CH:12]=2)[CH2:6]1)=O.Cl.CN.[CH2:30]([N:32](CC)CC)C. Product: [CH3:30][NH:32][C:3]([CH:5]1[O:9][C:8](=[O:10])[N:7]([C:11]2[CH:16]=[CH:15][C:14]([N:17]3[CH2:23][CH2:22][CH2:21][S:20](=[O:24])(=[O:25])[CH2:19][CH2:18]3)=[C:13]([F:26])[CH:12]=2)[CH2:6]1)=[O:2]. The catalyst class is: 5. (3) Reactant: [OH:1][C:2]1[CH:10]=[C:9]([O:11][CH3:12])[CH:8]=[CH:7][C:3]=1[C:4]([OH:6])=[O:5].[CH3:13]O. Product: [CH3:13][O:5][C:4](=[O:6])[C:3]1[CH:7]=[CH:8][C:9]([O:11][CH3:12])=[CH:10][C:2]=1[OH:1]. The catalyst class is: 82. (4) Reactant: [CH3:1]/[C:2](=[CH:6]\[CH2:7][CH:8]([CH3:10])[CH3:9])/[C:3](=[O:5])[CH3:4].[H-].[Al+3].[Li+].[H-].[H-].[H-]. Product: [CH3:1]/[C:2](=[CH:6]\[CH2:7][CH:8]([CH3:10])[CH3:9])/[CH:3]([OH:5])[CH3:4]. The catalyst class is: 28. (5) Reactant: [CH:1]1([NH2:7])[CH2:6][CH2:5][CH2:4][CH2:3][CH2:2]1.Cl[C:9]1[C:14]([C:15]([O:17][CH2:18][CH3:19])=[O:16])=[C:13]([CH3:20])[N:12]=[C:11]2[N:21]([CH2:24][CH3:25])[N:22]=[CH:23][C:10]=12.C(N(CC)C(C)C)(C)C. Product: [CH:1]1([NH:7][C:9]2[C:14]([C:15]([O:17][CH2:18][CH3:19])=[O:16])=[C:13]([CH3:20])[N:12]=[C:11]3[N:21]([CH2:24][CH3:25])[N:22]=[CH:23][C:10]=23)[CH2:6][CH2:5][CH2:4][CH2:3][CH2:2]1. The catalyst class is: 10. (6) Reactant: [CH2:1]([NH:8][C:9]1[C:14]2=[C:15]([C:18]3[CH:23]=[CH:22][CH:21]=[CH:20][CH:19]=3)[CH:16]=[CH:17][N:13]2[N:12]=[C:11]([C:24]2[CH:25]=[N:26][CH:27]=[C:28]([CH:34]=2)[C:29]([O:31]CC)=O)[N:10]=1)[C:2]1[CH:7]=[CH:6][CH:5]=[CH:4][CH:3]=1.[NH3:35]. Product: [CH2:1]([NH:8][C:9]1[C:14]2=[C:15]([C:18]3[CH:19]=[CH:20][CH:21]=[CH:22][CH:23]=3)[CH:16]=[CH:17][N:13]2[N:12]=[C:11]([C:24]2[CH:25]=[N:26][CH:27]=[C:28]([CH:34]=2)[C:29]([NH2:35])=[O:31])[N:10]=1)[C:2]1[CH:7]=[CH:6][CH:5]=[CH:4][CH:3]=1. The catalyst class is: 8. (7) Reactant: [CH3:1][C:2]1[C:6]([C:7]2[N:8]([C:18]3[CH:23]=[CH:22][C:21]([OH:24])=[CH:20][CH:19]=3)[C:9]3[C:14]([C:15]=2[CH:16]=O)=[CH:13][CH:12]=[CH:11][CH:10]=3)=[C:5]([CH3:25])[O:4][N:3]=1.[NH2:26][OH:27].N1C=CC=C[CH:29]=1. Product: [CH3:29][O:27][N:26]=[CH:16][C:15]1[C:14]2[C:9](=[CH:10][CH:11]=[CH:12][CH:13]=2)[N:8]([C:18]2[CH:23]=[CH:22][C:21]([OH:24])=[CH:20][CH:19]=2)[C:7]=1[C:6]1[C:2]([CH3:1])=[N:3][O:4][C:5]=1[CH3:25]. The catalyst class is: 8. (8) Reactant: Br[C:2]1[CH:3]=[CH:4][C:5]([Cl:20])=[C:6]([N:8]2[CH2:13][CH2:12][CH2:11][CH2:10][CH:9]2[C:14]([NH:16][CH2:17][C:18]#[N:19])=[O:15])[CH:7]=1.[C:21]1(B(O)O)[CH:26]=[CH:25][CH:24]=[CH:23][CH:22]=1.C([O-])([O-])=O.[Na+].[Na+]. Product: [Cl:20][C:5]1[CH:4]=[CH:3][C:2]([C:21]2[CH:26]=[CH:25][CH:24]=[CH:23][CH:22]=2)=[CH:7][C:6]=1[N:8]1[CH2:13][CH2:12][CH2:11][CH2:10][CH:9]1[C:14]([NH:16][CH2:17][C:18]#[N:19])=[O:15]. The catalyst class is: 151. (9) Reactant: [Cl:1][C:2]1[N:7]=[C:6]([NH:8][C:9](=[O:15])[O:10][C:11]([CH3:14])([CH3:13])[CH3:12])[C:5]([CH:16]=O)=[CH:4][CH:3]=1.C(O)C.C([O-])(=O)C.[Na+].Cl.[NH2:27][OH:28]. Product: [Cl:1][C:2]1[N:7]=[C:6]([NH:8][C:9](=[O:15])[O:10][C:11]([CH3:14])([CH3:13])[CH3:12])[C:5]([CH:16]=[N:27][OH:28])=[CH:4][CH:3]=1. The catalyst class is: 6. (10) Reactant: CC1(C)C(C)(C)OB([C:9]2[CH:10]=[C:11]3[C:15](=[CH:16][CH:17]=2)[C:14](=[O:18])[O:13][CH2:12]3)O1.C(=O)([O-])[O-].[Cs+].[Cs+].Br[C:27]1[C:28]([O:36][CH3:37])=[C:29]([OH:35])[C:30]([O:33][CH3:34])=[CH:31][CH:32]=1. Product: [OH:35][C:29]1[C:30]([O:33][CH3:34])=[C:31]([C:9]2[CH:10]=[C:11]3[C:15](=[CH:16][CH:17]=2)[C:14](=[O:18])[O:13][CH2:12]3)[CH:32]=[CH:27][C:28]=1[O:36][CH3:37]. The catalyst class is: 427.